Dataset: Full USPTO retrosynthesis dataset with 1.9M reactions from patents (1976-2016). Task: Predict the reactants needed to synthesize the given product. (1) The reactants are: [Br:1][C:2]1[CH:3]=[CH:4][C:5]([O:15][CH2:16][C:17]2[CH:22]=[CH:21][C:20]([F:23])=[CH:19][CH:18]=2)=[C:6]([C:8](=O)[CH2:9][CH2:10][C:11](=O)[CH3:12])[CH:7]=1.[CH3:24][O:25][C:26](=[O:36])[C:27]1[CH:32]=[C:31]([NH2:33])[CH:30]=[C:29]([NH2:34])[C:28]=1[CH3:35].CC1C=CC(S(O)(=O)=O)=CC=1. Given the product [CH3:24][O:25][C:26](=[O:36])[C:27]1[C:28]([CH3:35])=[C:29]([NH2:34])[CH:30]=[C:31]([N:33]2[C:11]([CH3:12])=[CH:10][CH:9]=[C:8]2[C:6]2[CH:7]=[C:2]([Br:1])[CH:3]=[CH:4][C:5]=2[O:15][CH2:16][C:17]2[CH:22]=[CH:21][C:20]([F:23])=[CH:19][CH:18]=2)[CH:32]=1, predict the reactants needed to synthesize it. (2) The reactants are: [CH:1]([N:4]1[C:9]2[N:10]=[C:11]([S:15][CH3:16])[N:12]=[C:13]([CH3:14])[C:8]=2[CH:7]=[CH:6][C:5]1=[O:17])([CH3:3])[CH3:2].C1C=C(Cl)C=C(C(OO)=[O:26])C=1.[OH2:29]. Given the product [CH:1]([N:4]1[C:9]2[N:10]=[C:11]([S:15]([CH3:16])(=[O:26])=[O:29])[N:12]=[C:13]([CH3:14])[C:8]=2[CH:7]=[CH:6][C:5]1=[O:17])([CH3:3])[CH3:2], predict the reactants needed to synthesize it.